From a dataset of Full USPTO retrosynthesis dataset with 1.9M reactions from patents (1976-2016). Predict the reactants needed to synthesize the given product. Given the product [C:51]([C:46]1[C:47](=[O:50])[N:48]([CH2:60][CH2:61][CH2:62][C:63]2[CH:68]=[CH:67][C:66]([Cl:69])=[CH:65][CH:64]=2)[N:49]=[C:44]([C:38]2[CH:39]=[CH:40][C:41]([O:42][CH3:43])=[C:36]([F:35])[CH:37]=2)[CH:45]=1)([OH:53])=[O:52], predict the reactants needed to synthesize it. The reactants are: FC1C=CC(CN2C(=O)C(CCCN3CCN(C)CC3)=CC(C3C=CC(OC)=C(F)C=3)=N2)=CC=1.[F:35][C:36]1[CH:37]=[C:38]([C:44]2[CH:45]=[C:46]([C:51]([O:53]C)=[O:52])[C:47](=[O:50])[NH:48][N:49]=2)[CH:39]=[CH:40][C:41]=1[O:42][CH3:43].CS(O[CH2:60][CH2:61][CH2:62][C:63]1[CH:68]=[CH:67][C:66]([Cl:69])=[CH:65][CH:64]=1)(=O)=O.FC1C=C(F)C=CC=1C1C=C(COS(C)(=O)=O)C(=O)N(CC(C)C)N=1.